This data is from Full USPTO retrosynthesis dataset with 1.9M reactions from patents (1976-2016). The task is: Predict the reactants needed to synthesize the given product. (1) Given the product [CH2:18]([O:17][C:15]([N:9]1[CH2:10][CH:11]2[C@:7]([C:5]([OH:6])=[O:4])([CH2:13][CH:12]2[CH3:14])[CH2:8]1)=[O:16])[C:19]1[CH:24]=[CH:23][CH:22]=[CH:21][CH:20]=1, predict the reactants needed to synthesize it. The reactants are: [OH-].[Na+].C[O:4][C:5]([C@:7]12[CH2:13][CH:12]([CH3:14])[CH:11]1[CH2:10][N:9]([C:15]([O:17][CH2:18][C:19]1[CH:24]=[CH:23][CH:22]=[CH:21][CH:20]=1)=[O:16])[CH2:8]2)=[O:6].Cl. (2) The reactants are: Br[C:2]1[CH:7]=[CH:6][N:5]=[C:4]2[N:8]([S:20]([C:23]3[CH:28]=[CH:27][CH:26]=[CH:25][CH:24]=3)(=[O:22])=[O:21])[C:9]([C:11]3[CH:12]=[C:13]([N:17]([CH3:19])[CH3:18])[CH:14]=[CH:15][CH:16]=3)=[CH:10][C:3]=12.Br[C:30]1[C:31]([C:37]2[CH:42]=[CH:41][C:40]([NH:43][C:44](=[O:48])[N:45]([CH3:47])[CH3:46])=[CH:39][CH:38]=2)=[N:32][N:33]([CH2:35][CH3:36])[CH:34]=1. Given the product [CH3:18][N:17]([CH3:19])[C:13]1[CH:12]=[C:11]([C:9]2[N:8]([S:20]([C:23]3[CH:24]=[CH:25][CH:26]=[CH:27][CH:28]=3)(=[O:21])=[O:22])[C:4]3=[N:5][CH:6]=[CH:7][C:2]([C:30]4[C:31]([C:37]5[CH:42]=[CH:41][C:40]([NH:43][C:44](=[O:48])[N:45]([CH3:47])[CH3:46])=[CH:39][CH:38]=5)=[N:32][N:33]([CH2:35][CH3:36])[CH:34]=4)=[C:3]3[CH:10]=2)[CH:16]=[CH:15][CH:14]=1, predict the reactants needed to synthesize it. (3) Given the product [NH2:1][C:2]1[N:7]=[C:6]([NH:8][C@H:9]2[CH2:14][CH2:13][C@H:12]([OH:15])[CH2:11][CH2:10]2)[C:5]([Br:17])=[C:4]([CH3:16])[N:3]=1, predict the reactants needed to synthesize it. The reactants are: [NH2:1][C:2]1[N:7]=[C:6]([NH:8][C@H:9]2[CH2:14][CH2:13][C@H:12]([OH:15])[CH2:11][CH2:10]2)[CH:5]=[C:4]([CH3:16])[N:3]=1.[Br:17]NC(=O)CCC(N)=O. (4) Given the product [CH2:15]([O:14][C:12](=[O:13])[NH:1][C:2]1[CH:7]=[CH:6][C:5]([Cl:8])=[CH:4][C:3]=1[CH2:9][OH:10])[CH3:16], predict the reactants needed to synthesize it. The reactants are: [NH2:1][C:2]1[CH:7]=[CH:6][C:5]([Cl:8])=[CH:4][C:3]=1[CH2:9][OH:10].Cl[C:12]([O:14][CH2:15][CH3:16])=[O:13].N1C=CC=CC=1. (5) Given the product [Cl:14][C:15]1[CH:21]=[C:20]([Cl:22])[CH:19]=[CH:18][C:16]=1[NH:17][C:11](=[O:12])[NH:10][C:6]1[CH:5]=[C:4]([CH:9]=[CH:8][CH:7]=1)[C:3]([OH:2])=[O:13], predict the reactants needed to synthesize it. The reactants are: C[O:2][C:3](=[O:13])[C:4]1[CH:9]=[CH:8][CH:7]=[C:6]([N:10]=[C:11]=[O:12])[CH:5]=1.[Cl:14][C:15]1[CH:21]=[C:20]([Cl:22])[CH:19]=[CH:18][C:16]=1[NH2:17]. (6) Given the product [O:28]1[CH2:29][CH2:30][CH2:31][CH2:32][CH:27]1[O:26][NH:25][C:24]([CH2:23][CH2:22][CH2:21][CH2:20][CH2:19][CH2:18][NH:17][C:16]([C:11]1[NH:12][C:13]2[C:9]([CH:10]=1)=[CH:8][C:7]([CH2:6][CH2:5][C:4]([OH:35])=[O:3])=[CH:15][CH:14]=2)=[O:34])=[O:33], predict the reactants needed to synthesize it. The reactants are: C([O:3][C:4](=[O:35])[CH2:5][CH2:6][C:7]1[CH:8]=[C:9]2[C:13](=[CH:14][CH:15]=1)[NH:12][C:11]([C:16](=[O:34])[NH:17][CH2:18][CH2:19][CH2:20][CH2:21][CH2:22][CH2:23][C:24](=[O:33])[NH:25][O:26][CH:27]1[CH2:32][CH2:31][CH2:30][CH2:29][O:28]1)=[CH:10]2)C.[OH-].[Na+].Cl.